This data is from Forward reaction prediction with 1.9M reactions from USPTO patents (1976-2016). The task is: Predict the product of the given reaction. (1) The product is: [CH3:1][N:2]1[CH2:3][CH2:4][C:5]([C:8]2[CH:13]=[CH:12][C:11]([Cl:14])=[C:10]([Cl:15])[CH:9]=2)([CH2:16][O:17][CH2:32][C:24]2[C:25]3[C:30](=[CH:29][CH:28]=[CH:27][CH:26]=3)[CH:31]=[C:22]([C:20]#[N:21])[C:23]=2[O:34][CH3:35])[CH2:6][CH2:7]1. Given the reactants [CH3:1][N:2]1[CH2:7][CH2:6][C:5]([CH2:16][OH:17])([C:8]2[CH:13]=[CH:12][C:11]([Cl:14])=[C:10]([Cl:15])[CH:9]=2)[CH2:4][CH2:3]1.[H-].[Na+].[C:20]([C:22]1[C:23]([O:34][CH3:35])=[C:24]([CH2:32]Br)[C:25]2[C:30]([CH:31]=1)=[CH:29][CH:28]=[CH:27][CH:26]=2)#[N:21], predict the reaction product. (2) Given the reactants BrC=C([C:5]1[CH:15]=[CH:14][C:8]([C:9]([N:11]([CH3:13])[CH3:12])=[O:10])=[CH:7][CH:6]=1)C.P([O-])([O-])([O-])=O.[K+].[K+].[K+].N1CCC[C@H]1C(O)=O.[CH3:32][N:33]1[CH2:46][CH2:45][C:36]2[NH:37][C:38]3[CH:39]=[CH:40][C:41]([CH3:44])=[CH:42][C:43]=3[C:35]=2[CH2:34]1, predict the reaction product. The product is: [CH3:32][N:33]1[CH2:46][CH2:45][C:36]2[N:37]([C:8]3([CH:7]=[CH:6][CH:5]=[CH:15][CH2:14]3)[C:9]([N:11]([CH3:12])[CH3:13])=[O:10])[C:38]3[CH:39]=[CH:40][C:41]([CH3:44])=[CH:42][C:43]=3[C:35]=2[CH2:34]1.